From a dataset of Catalyst prediction with 721,799 reactions and 888 catalyst types from USPTO. Predict which catalyst facilitates the given reaction. (1) The catalyst class is: 137. Product: [CH3:1][N:2]1[CH:6]([C:7]([OH:9])=[O:8])[CH2:5][NH:4][C:3]1=[O:14]. Reactant: [CH3:1][N:2]1[CH:6]([C:7]([O:9]C(C)(C)C)=[O:8])[CH2:5][NH:4][C:3]1=[O:14]. (2) Reactant: [C:1]([O:5][C:6]([N:8]([C:13]1[CH:34]=[CH:33][C:16]([C:17]([O:19][C:20]([CH3:32])([CH3:31])[C:21]([O:23]CC2C=CC=CC=2)=[O:22])=[O:18])=[CH:15][C:14]=1[O:35][CH2:36][CH:37]1[CH2:39][CH2:38]1)[S:9]([CH3:12])(=[O:11])=[O:10])=[O:7])([CH3:4])([CH3:3])[CH3:2].C([O-])=O.[NH4+]. Product: [C:1]([O:5][C:6]([N:8]([C:13]1[CH:34]=[CH:33][C:16]([C:17]([O:19][C:20]([CH3:32])([CH3:31])[C:21]([OH:23])=[O:22])=[O:18])=[CH:15][C:14]=1[O:35][CH2:36][CH:37]1[CH2:38][CH2:39]1)[S:9]([CH3:12])(=[O:10])=[O:11])=[O:7])([CH3:2])([CH3:3])[CH3:4]. The catalyst class is: 19. (3) Reactant: C[Si]([N:5]=[N+:6]=[N-:7])(C)C.C([Sn](=O)CCCC)CCC.[CH2:18]([C:22]1[N:23]([CH2:38][C:39]2[CH:44]=[CH:43][C:42]([C:45]3[C:46]([C:51]#[N:52])=[CH:47][CH:48]=[CH:49][CH:50]=3)=[CH:41][CH:40]=2)[C:24]([CH2:36][OH:37])=[C:25]([C:27]2[N:32]=[CH:31][C:30]([O:33][CH2:34][CH3:35])=[CH:29][N:28]=2)[N:26]=1)[CH2:19][CH2:20][CH3:21]. Product: [NH:5]1[C:51]([C:46]2[CH:47]=[CH:48][CH:49]=[CH:50][C:45]=2[C:42]2[CH:43]=[CH:44][C:39]([CH2:38][N:23]3[C:24]([CH2:36][OH:37])=[C:25]([C:27]4[N:32]=[CH:31][C:30]([O:33][CH2:34][CH3:35])=[CH:29][N:28]=4)[N:26]=[C:22]3[CH2:18][CH2:19][CH2:20][CH3:21])=[CH:40][CH:41]=2)=[N:52][N:7]=[N:6]1. The catalyst class is: 11.